From a dataset of Forward reaction prediction with 1.9M reactions from USPTO patents (1976-2016). Predict the product of the given reaction. (1) Given the reactants [H-].[Na+].[CH:3]1([CH2:6][OH:7])[CH2:5][CH2:4]1.C([N:15]1[CH2:20][CH2:19][O:18][C@H:17]([CH2:21][C:22]2[CH:27]=[CH:26][C:25](F)=[C:24]([Cl:29])[CH:23]=2)[CH2:16]1)C1C=CC=CC=1.O, predict the reaction product. The product is: [Cl:29][C:24]1[CH:23]=[C:22]([CH:27]=[CH:26][C:25]=1[O:7][CH2:6][CH:3]1[CH2:5][CH2:4]1)[CH2:21][C@H:17]1[O:18][CH2:19][CH2:20][NH:15][CH2:16]1. (2) Given the reactants [Br:1][C:2]1[CH:3]=[C:4]([CH2:10][C:11]([OH:13])=[O:12])[CH:5]=[CH:6][C:7]=1[O:8][CH3:9].S(Cl)(Cl)=O.C(=O)(O)[O-].[Na+].[CH2:23](O)[CH3:24], predict the reaction product. The product is: [CH2:23]([O:12][C:11](=[O:13])[CH2:10][C:4]1[CH:5]=[CH:6][C:7]([O:8][CH3:9])=[C:2]([Br:1])[CH:3]=1)[CH3:24]. (3) Given the reactants Cl[C:2]1[N:7]=[C:6]([N:8]2[CH2:13][CH2:12][O:11][CH2:10][CH2:9]2)[N:5]=[C:4]([N:14]2[C:18]3[CH:19]=[CH:20][CH:21]=[C:22]([O:23][CH3:24])[C:17]=3[N:16]=[C:15]2[CH:25]([F:27])[F:26])[N:3]=1.[NH:28]1[CH2:33][CH2:32][CH2:31][CH:30]([CH2:34][NH:35][C:36](=[O:42])[O:37][C:38]([CH3:41])([CH3:40])[CH3:39])[CH2:29]1, predict the reaction product. The product is: [F:26][CH:25]([F:27])[C:15]1[N:14]([C:4]2[N:5]=[C:6]([N:8]3[CH2:13][CH2:12][O:11][CH2:10][CH2:9]3)[N:7]=[C:2]([N:28]3[CH2:33][CH2:32][CH2:31][CH:30]([CH2:34][NH:35][C:36](=[O:42])[O:37][C:38]([CH3:40])([CH3:39])[CH3:41])[CH2:29]3)[N:3]=2)[C:18]2[CH:19]=[CH:20][CH:21]=[C:22]([O:23][CH3:24])[C:17]=2[N:16]=1. (4) Given the reactants Cl[C:2]1[N:3]=[N:4][C:5]([Cl:21])=[C:6]([NH:8][C:9]2[CH:14]=[CH:13][CH:12]=[CH:11][C:10]=2[S:15]([CH:18]([CH3:20])[CH3:19])(=[O:17])=[O:16])[N:7]=1.[Cl:22][C:23]1[CH:29]=[C:28]([P:30]([CH3:33])([CH3:32])=[O:31])[CH:27]=[CH:26][C:24]=1[NH2:25].C12(CS(O)(=O)=O)C(C)(C)C(CC1)CC2=O, predict the reaction product. The product is: [Cl:21][C:5]1[N:4]=[N:3][C:2]([NH:25][C:24]2[CH:26]=[CH:27][C:28]([P:30]([CH3:32])([CH3:33])=[O:31])=[CH:29][C:23]=2[Cl:22])=[N:7][C:6]=1[NH:8][C:9]1[CH:14]=[CH:13][CH:12]=[CH:11][C:10]=1[S:15]([CH:18]([CH3:20])[CH3:19])(=[O:17])=[O:16].